From a dataset of Full USPTO retrosynthesis dataset with 1.9M reactions from patents (1976-2016). Predict the reactants needed to synthesize the given product. (1) Given the product [Br:11][C:12]1[CH:13]=[C:14]([C:15]2[O:16][CH:2]=[C:3]([C:5]3[CH:10]=[CH:9][CH:8]=[CH:7][N:6]=3)[N:17]=2)[CH:18]=[C:19]([I:21])[CH:20]=1, predict the reactants needed to synthesize it. The reactants are: Br[CH2:2][C:3]([C:5]1[CH:10]=[CH:9][CH:8]=[CH:7][N:6]=1)=O.[Br:11][C:12]1[CH:13]=[C:14]([CH:18]=[C:19]([I:21])[CH:20]=1)[C:15]([NH2:17])=[O:16]. (2) Given the product [Si:7]([O:8][C:9]1[CH:17]=[CH:16][CH:15]=[C:14]2[C:10]=1[CH:11]=[CH:12][N:13]2[CH2:22][C:21]#[N:23])([C:3]([CH3:6])([CH3:5])[CH3:4])([CH3:19])[CH3:18], predict the reactants needed to synthesize it. The reactants are: [H-].[Na+].[C:3]([Si:7]([CH3:19])([CH3:18])[O:8][C:9]1[CH:17]=[CH:16][CH:15]=[C:14]2[C:10]=1[CH:11]=[CH:12][NH:13]2)([CH3:6])([CH3:5])[CH3:4].[Br-].[C:21](#[N:23])[CH3:22]. (3) The reactants are: Br[CH2:2][CH2:3][CH2:4][CH2:5][CH2:6][CH2:7][C:8]1[C:14]2[CH:15]=[CH:16][C:17]([OH:19])=[CH:18][C:13]=2[CH2:12][CH2:11][CH2:10][C:9]=1[C:20]1[CH:25]=[CH:24][CH:23]=[CH:22][CH:21]=1.[F:26][C:27]([F:46])([C:42]([F:45])([F:44])[F:43])[CH2:28][CH2:29][CH2:30][S:31]([CH2:34][CH2:35][CH2:36][NH:37][CH2:38][CH2:39][CH2:40][OH:41])(=[O:33])=[O:32]. Given the product [OH:41][CH2:40][CH2:39][CH2:38][N:37]([CH2:36][CH2:35][CH2:34][S:31]([CH2:30][CH2:29][CH2:28][C:27]([F:46])([F:26])[C:42]([F:43])([F:44])[F:45])(=[O:32])=[O:33])[CH2:2][CH2:3][CH2:4][CH2:5][CH2:6][CH2:7][C:8]1[C:14]2[CH:15]=[CH:16][C:17]([OH:19])=[CH:18][C:13]=2[CH2:12][CH2:11][CH2:10][C:9]=1[C:20]1[CH:25]=[CH:24][CH:23]=[CH:22][CH:21]=1, predict the reactants needed to synthesize it. (4) Given the product [Cl:1][C:2]1[CH:7]=[CH:6][CH:5]=[CH:4][C:3]=1[C:8]1[O:12][C:11](/[CH:13]=[C:19]2/[C:18](=[O:20])[NH:17][C:16](=[O:21])[S:15]/2)=[CH:10][CH:9]=1, predict the reactants needed to synthesize it. The reactants are: [Cl:1][C:2]1[CH:7]=[CH:6][CH:5]=[CH:4][C:3]=1[C:8]1[O:12][C:11]([CH:13]=O)=[CH:10][CH:9]=1.[S:15]1[CH2:19][C:18](=[O:20])[NH:17][C:16]1=[O:21]. (5) Given the product [Br:31][C:32]1[N:37]=[C:36]([CH:38]([N:5]2[C:1](=[O:11])[C:2]3[C:3](=[CH:7][CH:8]=[CH:9][CH:10]=3)[C:4]2=[O:6])[CH2:39][C:40]2[CH:48]=[C:47]([CH3:49])[C:46]3[C:42](=[CH:43][N:44]([CH2:50][O:51][CH2:52][CH2:53][Si:54]([CH3:57])([CH3:56])[CH3:55])[N:45]=3)[CH:41]=2)[CH:35]=[CH:34][CH:33]=1, predict the reactants needed to synthesize it. The reactants are: [C:1]1(=[O:11])[NH:5][C:4](=[O:6])[C:3]2=[CH:7][CH:8]=[CH:9][CH:10]=[C:2]12.C1(P(C2C=CC=CC=2)C2C=CC=CC=2)C=CC=CC=1.[Br:31][C:32]1[N:37]=[C:36]([CH:38](O)[CH2:39][C:40]2[CH:48]=[C:47]([CH3:49])[C:46]3[C:42](=[CH:43][N:44]([CH2:50][O:51][CH2:52][CH2:53][Si:54]([CH3:57])([CH3:56])[CH3:55])[N:45]=3)[CH:41]=2)[CH:35]=[CH:34][CH:33]=1. (6) Given the product [Cl:20][C:21]1[N:26]=[CH:25][C:24]([C:2]2[C:7]3=[N:8][C:9]([C:12]([N:14]4[CH2:18][CH2:17][CH:16]([OH:19])[CH2:15]4)=[O:13])=[CH:10][N:11]=[C:6]3[CH:5]=[N:4][CH:3]=2)=[CH:23][CH:22]=1, predict the reactants needed to synthesize it. The reactants are: Br[C:2]1[C:7]2=[N:8][C:9]([C:12]([N:14]3[CH2:18][CH2:17][CH:16]([OH:19])[CH2:15]3)=[O:13])=[CH:10][N:11]=[C:6]2[CH:5]=[N:4][CH:3]=1.[Cl:20][C:21]1[N:26]=[CH:25][C:24](B(O)O)=[CH:23][CH:22]=1.C(=O)([O-])[O-].[Cs+].[Cs+].O1CCOCC1. (7) Given the product [ClH:28].[F:21][C:15]1[CH:16]=[CH:17][CH:18]=[C:19]([F:20])[C:14]=1[N:7]1[C:8]2[CH:13]=[CH:12][CH:11]=[CH:10][C:9]=2[N:5]([CH2:4][CH2:3][CH2:2][NH:27][CH:24]([CH3:26])[CH3:25])[S:6]1(=[O:23])=[O:22], predict the reactants needed to synthesize it. The reactants are: Br[CH2:2][CH2:3][CH2:4][N:5]1[C:9]2[CH:10]=[CH:11][CH:12]=[CH:13][C:8]=2[N:7]([C:14]2[C:19]([F:20])=[CH:18][CH:17]=[CH:16][C:15]=2[F:21])[S:6]1(=[O:23])=[O:22].[CH:24]([NH2:27])([CH3:26])[CH3:25].[ClH:28]. (8) Given the product [CH3:19][C:17]1[S:18][C:14]([C:12]2[N:13]=[C:9]([NH:8][C:6]3[CH:7]=[C:2]([C:28]4[C:24]([CH3:23])=[N:25][O:26][C:27]=4[CH3:38])[CH:3]=[CH:4][C:5]=3[O:21][CH3:22])[S:10][CH:11]=2)=[C:15]([CH3:20])[N:16]=1, predict the reactants needed to synthesize it. The reactants are: Br[C:2]1[CH:3]=[CH:4][C:5]([O:21][CH3:22])=[C:6]([NH:8][C:9]2[S:10][CH:11]=[C:12]([C:14]3[S:18][C:17]([CH3:19])=[N:16][C:15]=3[CH3:20])[N:13]=2)[CH:7]=1.[CH3:23][C:24]1[C:28](B2OC(C)(C)C(C)(C)O2)=[C:27]([CH3:38])[O:26][N:25]=1.C([O-])([O-])=O.[Na+].[Na+]. (9) Given the product [N:15]1([CH2:14][C:13]2[N:9]([C:6]3[CH:7]=[CH:8][C:3]([C:1]#[N:2])=[C:4]([C:28]([F:31])([F:29])[F:30])[CH:5]=3)[N:10]=[N:11][N:12]=2)[CH2:16][CH2:17][NH:18][CH2:19][CH2:20]1, predict the reactants needed to synthesize it. The reactants are: [C:1]([C:3]1[CH:8]=[CH:7][C:6]([N:9]2[C:13]([CH2:14][N:15]3[CH2:20][CH2:19][N:18](C(OC(C)(C)C)=O)[CH2:17][CH2:16]3)=[N:12][N:11]=[N:10]2)=[CH:5][C:4]=1[C:28]([F:31])([F:30])[F:29])#[N:2].Cl.O1CCOCC1. (10) The reactants are: C(OC(=O)[NH:7][CH:8]1[CH2:17][CH2:16][C:11]2[N:12]=[C:13]([Br:15])[S:14][C:10]=2[CH2:9]1)(C)(C)C.FC(F)(F)C(O)=O. Given the product [Br:15][C:13]1[S:14][C:10]2[CH2:9][CH:8]([NH2:7])[CH2:17][CH2:16][C:11]=2[N:12]=1, predict the reactants needed to synthesize it.